Regression. Given a peptide amino acid sequence and an MHC pseudo amino acid sequence, predict their binding affinity value. This is MHC class I binding data. From a dataset of Peptide-MHC class I binding affinity with 185,985 pairs from IEDB/IMGT. (1) The MHC is HLA-B53:01 with pseudo-sequence HLA-B53:01. The peptide sequence is TEMYIMYAM. The binding affinity (normalized) is 0.213. (2) The peptide sequence is YSKFWYLEH. The MHC is HLA-A33:01 with pseudo-sequence HLA-A33:01. The binding affinity (normalized) is 0.129. (3) The peptide sequence is NSYTLLLAY. The MHC is HLA-B15:01 with pseudo-sequence HLA-B15:01. The binding affinity (normalized) is 0.398. (4) The peptide sequence is ASYAAAAAY. The MHC is SLA-20401 with pseudo-sequence SLA-20401. The binding affinity (normalized) is 0.832. (5) The peptide sequence is AIIRILQQL. The MHC is HLA-B18:01 with pseudo-sequence HLA-B18:01. The binding affinity (normalized) is 0. (6) The binding affinity (normalized) is 0.0847. The MHC is HLA-A02:11 with pseudo-sequence HLA-A02:11. The peptide sequence is DEEAINLFH. (7) The peptide sequence is AMSFDGFIR. The MHC is HLA-A33:01 with pseudo-sequence HLA-A33:01. The binding affinity (normalized) is 0.256.